Dataset: Volume of distribution at steady state (VDss) regression data from Lombardo et al.. Task: Regression/Classification. Given a drug SMILES string, predict its absorption, distribution, metabolism, or excretion properties. Task type varies by dataset: regression for continuous measurements (e.g., permeability, clearance, half-life) or binary classification for categorical outcomes (e.g., BBB penetration, CYP inhibition). For this dataset (vdss_lombardo), we predict log10(VDss) (log10 of volume of distribution in L/kg). (1) The compound is CC(C)=CCCC(C)(OC1OC(CO)C(O)C(O)C1O)C1CCC2(C)C1C(O)CC1C3(C)CCC(OC4OC(CO)C(O)C(O)C4OC4OC(CO)C(O)C(O)C4O)C(C)(C)C3CCC12C. The log10(VDss) is -0.960. (2) The log10(VDss) is 0.130. The molecule is CCCc1nn(C)c2c(=O)[nH]c(-c3cc(S(=O)(=O)N4CC[NH+](C)CC4)ccc3OCC)nc12. (3) The molecule is CC1(C)SC2C(NC(=O)C(NC(=O)NC(N)=[NH2+])c3ccccc3)C(=O)N2C1C(=O)[O-]. The log10(VDss) is -0.620. (4) The compound is CCC(=O)OC(Cc1ccccc1)(c1ccccc1)C(C)C[NH+](C)C. The log10(VDss) is 1.08. (5) The molecule is CC(=O)N[C@H](Cc1ccc2ccccc2c1)C(=O)N[C@H](Cc1ccc(Cl)cc1)C(=O)N[C@H](Cc1cccnc1)C(=O)N[C@@H](CO)C(=O)N[C@@H](Cc1ccc(NC(=O)[C@@H]2CC(=O)NC(=O)N2)cc1)C(=O)N[C@H](Cc1ccc(NC(N)=O)cc1)C(=O)N[C@@H](CC(C)C)C(=O)N[C@@H](CCCC[NH2+]C(C)C)C(=O)N1CCC[C@H]1C(=O)N[C@H](C)C(N)=O. The log10(VDss) is -0.130. (6) The molecule is Cc1ccc(-c2ncc(Cl)cc2-c2ccc(S(C)(=O)=O)cc2)cn1. The log10(VDss) is 0.180. (7) The compound is NS(=O)(=O)c1cc(C(=O)[O-])cc(N2CCCC2)c1Oc1ccccc1. The log10(VDss) is -0.770.